From a dataset of Forward reaction prediction with 1.9M reactions from USPTO patents (1976-2016). Predict the product of the given reaction. Given the reactants OC1C=CC([C@@H](O)CN[C@H]2CC[C@H](NCCOCCC3C=CC=CC=3)CC2)=C2C=1NC(=O)C=C2.[CH2:35]([O:42][C:43]1[CH:44]=[CH:45][C:46]([C@@H:54]([O:57][Si:58]([C:61]([CH3:64])([CH3:63])[CH3:62])([CH3:60])[CH3:59])[CH2:55]Br)=[C:47]2[C:52]=1[NH:51][C:50](=[O:53])[CH:49]=[CH:48]2)[C:36]1[CH:41]=[CH:40][CH:39]=[CH:38][CH:37]=1.[CH3:65][C:66]1([CH2:83][NH2:84])[CH2:71][CH2:70][N:69]([CH2:72][CH2:73][O:74][CH2:75][CH2:76][C:77]2[CH:82]=[CH:81][CH:80]=[CH:79][CH:78]=2)[CH2:68][CH2:67]1.[I-].[Na+].C(=O)(O)[O-].[Na+], predict the reaction product. The product is: [CH2:35]([O:42][C:43]1[CH:44]=[CH:45][C:46]([C@@H:54]([O:57][Si:58]([C:61]([CH3:64])([CH3:63])[CH3:62])([CH3:60])[CH3:59])[CH2:55][NH:84][CH2:83][C:66]2([CH3:65])[CH2:67][CH2:68][N:69]([CH2:72][CH2:73][O:74][CH2:75][CH2:76][C:77]3[CH:78]=[CH:79][CH:80]=[CH:81][CH:82]=3)[CH2:70][CH2:71]2)=[C:47]2[C:52]=1[NH:51][C:50](=[O:53])[CH:49]=[CH:48]2)[C:36]1[CH:41]=[CH:40][CH:39]=[CH:38][CH:37]=1.